This data is from Full USPTO retrosynthesis dataset with 1.9M reactions from patents (1976-2016). The task is: Predict the reactants needed to synthesize the given product. (1) Given the product [F:22][C:17]1[CH:18]=[CH:19][CH:20]=[CH:21][C:16]=1/[CH:15]=[CH:14]/[C:13]([NH:12][CH2:11][CH2:10][C:40]([O:42][CH3:43])=[O:41])=[O:23], predict the reactants needed to synthesize it. The reactants are: N1([CH2:10][CH2:11][NH:12][C:13](=[O:23])/[CH:14]=[CH:15]/[C:16]2[CH:21]=[CH:20][CH:19]=[CH:18][C:17]=2[F:22])C2C=CC=CC=2N=C1.FC1C=CC=CC=1C=CC(O)=O.Cl.NCC[C:40]([O:42][CH3:43])=[O:41].CCN=C=NCCCN(C)C.Cl.C(N(CC)CC)C. (2) Given the product [CH:15]1([N:13]2[CH:14]=[C:10]([NH:9][C:8]([NH:20][C:21]3[CH:30]=[CH:29][CH:28]=[C:27]4[C:22]=3[CH:23]=[CH:24][N:25]=[CH:26]4)=[O:19])[N:11]=[CH:12]2)[CH2:16][CH2:17][CH2:18]1, predict the reactants needed to synthesize it. The reactants are: C1(O[C:8](=[O:19])[NH:9][C:10]2[N:11]=[CH:12][N:13]([CH:15]3[CH2:18][CH2:17][CH2:16]3)[CH:14]=2)C=CC=CC=1.[NH2:20][C:21]1[CH:30]=[CH:29][CH:28]=[C:27]2[C:22]=1[CH:23]=[CH:24][N:25]=[CH:26]2. (3) Given the product [Br:14][C:15]1[C:24]([CH3:25])=[CH:23][CH:22]=[C:21]2[C:16]=1[CH:17]=[CH:7][C:6](=[O:11])[NH:20]2, predict the reactants needed to synthesize it. The reactants are: FC(F)(F)C(O[C:6](=[O:11])[C:7](F)(F)F)=O.[Br:14][C:15]1[C:24]([CH3:25])=[CH:23][CH:22]=[C:21]2[C:16]=1[CH:17]=CC=[N+:20]2[O-].C([O-])(O)=O.[Na+].